This data is from Catalyst prediction with 721,799 reactions and 888 catalyst types from USPTO. The task is: Predict which catalyst facilitates the given reaction. Reactant: [Cl:1][C:2]1[CH:7]=[C:6]([N:8]2[CH2:13][CH2:12][C:11]([F:15])([F:14])[CH2:10][CH2:9]2)[C:5]([N+:16]([O-])=O)=[CH:4][N:3]=1.[Sn](Cl)Cl.C([O-])(O)=O.[Na+]. Product: [Cl:1][C:2]1[N:3]=[CH:4][C:5]([NH2:16])=[C:6]([N:8]2[CH2:13][CH2:12][C:11]([F:14])([F:15])[CH2:10][CH2:9]2)[CH:7]=1. The catalyst class is: 162.